Dataset: NCI-60 drug combinations with 297,098 pairs across 59 cell lines. Task: Regression. Given two drug SMILES strings and cell line genomic features, predict the synergy score measuring deviation from expected non-interaction effect. (1) Synergy scores: CSS=62.8, Synergy_ZIP=1.37, Synergy_Bliss=0.754, Synergy_Loewe=1.45, Synergy_HSA=6.33. Drug 2: C1=CC(=C(C=C1I)F)NC2=C(C=CC(=C2F)F)C(=O)NOCC(CO)O. Drug 1: CCN(CC)CCNC(=O)C1=C(NC(=C1C)C=C2C3=C(C=CC(=C3)F)NC2=O)C. Cell line: UACC62. (2) Drug 1: C1CN1C2=NC(=NC(=N2)N3CC3)N4CC4. Drug 2: C1CNP(=O)(OC1)N(CCCl)CCCl. Cell line: NCI-H322M. Synergy scores: CSS=-1.71, Synergy_ZIP=0.721, Synergy_Bliss=0.718, Synergy_Loewe=-0.428, Synergy_HSA=-0.825. (3) Drug 1: CC1=CC=C(C=C1)C2=CC(=NN2C3=CC=C(C=C3)S(=O)(=O)N)C(F)(F)F. Drug 2: CC1C(C(CC(O1)OC2CC(CC3=C2C(=C4C(=C3O)C(=O)C5=C(C4=O)C(=CC=C5)OC)O)(C(=O)CO)O)N)O.Cl. Cell line: SR. Synergy scores: CSS=53.5, Synergy_ZIP=2.96, Synergy_Bliss=2.50, Synergy_Loewe=-24.0, Synergy_HSA=1.94. (4) Drug 1: C1=NC2=C(N1)C(=S)N=C(N2)N. Drug 2: CC1C(C(CC(O1)OC2CC(CC3=C2C(=C4C(=C3O)C(=O)C5=CC=CC=C5C4=O)O)(C(=O)C)O)N)O. Cell line: OVCAR-5. Synergy scores: CSS=47.5, Synergy_ZIP=-13.1, Synergy_Bliss=-18.3, Synergy_Loewe=-14.9, Synergy_HSA=-13.6. (5) Drug 1: CC12CCC3C(C1CCC2=O)CC(=C)C4=CC(=O)C=CC34C. Drug 2: C1=CN(C(=O)N=C1N)C2C(C(C(O2)CO)O)O.Cl. Cell line: SF-268. Synergy scores: CSS=52.4, Synergy_ZIP=-4.08, Synergy_Bliss=0.898, Synergy_Loewe=-1.55, Synergy_HSA=2.62. (6) Drug 1: CCCCC(=O)OCC(=O)C1(CC(C2=C(C1)C(=C3C(=C2O)C(=O)C4=C(C3=O)C=CC=C4OC)O)OC5CC(C(C(O5)C)O)NC(=O)C(F)(F)F)O. Drug 2: C1C(C(OC1N2C=NC(=NC2=O)N)CO)O. Cell line: LOX IMVI. Synergy scores: CSS=54.5, Synergy_ZIP=-3.27, Synergy_Bliss=-6.21, Synergy_Loewe=-7.37, Synergy_HSA=-6.83. (7) Drug 1: CC1=C(C=C(C=C1)NC2=NC=CC(=N2)N(C)C3=CC4=NN(C(=C4C=C3)C)C)S(=O)(=O)N.Cl. Drug 2: CC1=CC2C(CCC3(C2CCC3(C(=O)C)OC(=O)C)C)C4(C1=CC(=O)CC4)C. Cell line: SN12C. Synergy scores: CSS=25.3, Synergy_ZIP=9.79, Synergy_Bliss=14.3, Synergy_Loewe=16.2, Synergy_HSA=15.7. (8) Drug 1: CC1=CC2C(CCC3(C2CCC3(C(=O)C)OC(=O)C)C)C4(C1=CC(=O)CC4)C. Drug 2: CS(=O)(=O)OCCCCOS(=O)(=O)C. Cell line: HCT116. Synergy scores: CSS=22.9, Synergy_ZIP=-6.56, Synergy_Bliss=-4.14, Synergy_Loewe=-5.65, Synergy_HSA=-3.13.